From a dataset of Reaction yield outcomes from USPTO patents with 853,638 reactions. Predict the reaction yield, written as a fraction of the theoretical maximum amount of product (1.0 means a 100% yield; for example, 0.34 means a 34% yield). The reactants are C[O:2][C:3]1[CH:4]=[C:5]([CH:11]=[CH:12][C:13](=[O:26])[CH:14]=[CH:15][C:16]2[CH:21]=[CH:20][C:19]([O:22]C)=[C:18]([O:24]C)[CH:17]=2)[CH:6]=[CH:7][C:8]=1[O:9]C.B(Br)(Br)Br.Cl. The catalyst is ClCCl. The product is [OH:2][C:3]1[CH:4]=[C:5]([CH:11]=[CH:12][C:13](=[O:26])[CH:14]=[CH:15][C:16]2[CH:21]=[CH:20][C:19]([OH:22])=[C:18]([OH:24])[CH:17]=2)[CH:6]=[CH:7][C:8]=1[OH:9]. The yield is 0.760.